From a dataset of Reaction yield outcomes from USPTO patents with 853,638 reactions. Predict the reaction yield, written as a fraction of the theoretical maximum amount of product (1.0 means a 100% yield; for example, 0.34 means a 34% yield). The reactants are Cl[C:2]1[CH:7]=[CH:6][C:5](/[CH:8]=[CH:9]/[C:10]([O:12][CH3:13])=[O:11])=[CH:4][C:3]=1[N+:14]([O-:16])=[O:15].[NH3:17]. The yield is 0.890. The catalyst is CS(C)=O. The product is [NH2:17][C:2]1[CH:7]=[CH:6][C:5](/[CH:8]=[CH:9]/[C:10]([O:12][CH3:13])=[O:11])=[CH:4][C:3]=1[N+:14]([O-:16])=[O:15].